Dataset: Full USPTO retrosynthesis dataset with 1.9M reactions from patents (1976-2016). Task: Predict the reactants needed to synthesize the given product. (1) Given the product [Br:14][C:15]1[CH:19]=[CH:18][S:17][C:16]=1[CH2:20][N:9]1[C:7]2[N:8]=[C:3]([S:2][CH3:1])[N:4]=[CH:5][C:6]=2[CH:12]=[CH:11][C:10]1=[O:13], predict the reactants needed to synthesize it. The reactants are: [CH3:1][S:2][C:3]1[N:4]=[CH:5][C:6]2[CH:12]=[CH:11][C:10](=[O:13])[NH:9][C:7]=2[N:8]=1.[Br:14][C:15]1[CH:19]=[CH:18][S:17][C:16]=1[CH2:20]Cl. (2) Given the product [C:2]([C:4]1[CH:9]=[C:8]([CH:7]=[CH:6][CH:5]=1)[O:10][CH:11]([OH:14])[CH3:17])(=[O:3])[CH3:1], predict the reactants needed to synthesize it. The reactants are: [CH3:1][C:2]([C:4]1[CH:5]=[CH:6][CH:7]=[C:8]([OH:10])[CH:9]=1)=[O:3].[C:11](=[O:14])([O-])[O-].[K+].[K+].[CH3:17]N(C)C=O. (3) The reactants are: [NH4+:1].C([O-])(=O)C.ClC(Cl)(Cl)[C:8]([NH:10][C:11]1[CH:16]=[CH:15][C:14]([C:17](=[O:26])[C:18]2[CH:23]=[CH:22][C:21]([O:24][CH3:25])=[CH:20][CH:19]=2)=[CH:13][C:12]=1[C:27](=O)[C:28]1[CH:33]=[CH:32][CH:31]=[C:30]([Cl:34])[CH:29]=1)=[O:9]. Given the product [Cl:34][C:30]1[CH:29]=[C:28]([C:27]2[C:12]3[C:11](=[CH:16][CH:15]=[C:14]([C:17](=[O:26])[C:18]4[CH:19]=[CH:20][C:21]([O:24][CH3:25])=[CH:22][CH:23]=4)[CH:13]=3)[NH:10][C:8](=[O:9])[N:1]=2)[CH:33]=[CH:32][CH:31]=1, predict the reactants needed to synthesize it. (4) Given the product [NH2:20][C:21]([NH:1][C:2]1[CH:6]=[C:5]([C:7]2[CH:12]=[CH:11][CH:10]=[CH:9][CH:8]=2)[S:4][C:3]=1[C:13]([NH2:15])=[O:14])=[O:22], predict the reactants needed to synthesize it. The reactants are: [NH2:1][C:2]1[CH:6]=[C:5]([C:7]2[CH:12]=[CH:11][CH:10]=[CH:9][CH:8]=2)[S:4][C:3]=1[C:13]([NH2:15])=[O:14].C[Si]([N:20]=[C:21]=[O:22])(C)C.ClCCl. (5) Given the product [F:35][CH:2]([F:1])[O:3][C:4]1[CH:5]=[C:6]([N:14]([CH2:28][C:29]2[CH:30]=[N:31][CH:32]=[CH:33][CH:34]=2)[C:15]2[CH:16]=[CH:17][C:18]([C:19]([OH:21])=[O:20])=[CH:26][CH:27]=2)[CH:7]=[CH:8][C:9]=1[O:10][CH:11]([F:13])[F:12], predict the reactants needed to synthesize it. The reactants are: [F:1][CH:2]([F:35])[O:3][C:4]1[CH:5]=[C:6]([N:14]([CH2:28][C:29]2[CH:30]=[N:31][CH:32]=[CH:33][CH:34]=2)[C:15]2[CH:27]=[CH:26][C:18]([C:19]([O:21]C(C)(C)C)=[O:20])=[CH:17][CH:16]=2)[CH:7]=[CH:8][C:9]=1[O:10][CH:11]([F:13])[F:12].FC(F)(F)C(O)=O. (6) The reactants are: [CH2:1]([O:8][C:9]1[CH:14]=[CH:13][C:12]([C:15]2C=C[C:18]3[N:19]([N:27]=[CH:28][C:29]=3[NH2:30])[C:20]=2[CH:21]2[CH2:26][CH2:25][CH2:24][CH2:23][CH2:22]2)=[CH:11][CH:10]=1)[C:2]1[CH:7]=[CH:6][CH:5]=[CH:4][CH:3]=1.[N:31]1C=CC=C[CH:32]=1.[CH:37]1([C:40](Cl)=[O:41])[CH2:39][CH2:38]1.[CH2:43]([S:45](Cl)(=[O:47])=[O:46])[CH3:44].[CH3:49][N:50](C1C=CC=CN=1)C. Given the product [CH2:1]([O:8][C:9]1[CH:10]=[CH:11][C:12]([C:15]2[CH:32]=[N:31][C:18]3[N:19]([N:27]=[CH:28][C:29]=3[NH:30][C:40]([CH:37]3[CH2:39][CH2:38]3)=[O:41])[C:20]=2[CH:21]2[CH2:26][CH2:25][CH2:24][CH2:23][CH2:22]2)=[CH:13][CH:14]=1)[C:2]1[CH:3]=[CH:4][CH:5]=[CH:6][CH:7]=1.[CH2:1]([O:8][C:9]1[CH:14]=[CH:13][C:12]([C:15]2[CH:49]=[N:50][C:18]3[N:19]([N:27]=[CH:28][C:29]=3[NH:30][S:45]([CH2:43][CH3:44])(=[O:47])=[O:46])[C:20]=2[CH:21]2[CH2:26][CH2:25][CH2:24][CH2:23][CH2:22]2)=[CH:11][CH:10]=1)[C:2]1[CH:3]=[CH:4][CH:5]=[CH:6][CH:7]=1, predict the reactants needed to synthesize it. (7) Given the product [Br:28][C:29]1[CH:35]=[CH:34][C:32]([N:9]2[C:17]3[C:12](=[CH:13][CH:14]=[CH:15][CH:16]=3)[C:11]([C:18]([NH2:22])=[O:20])=[N:10]2)=[CH:31][CH:30]=1, predict the reactants needed to synthesize it. The reactants are: ClC(OCC(C)C)=O.[NH:9]1[C:17]2[C:12](=[CH:13][CH:14]=[CH:15][CH:16]=2)[C:11]([C:18]([OH:20])=O)=[N:10]1.C[N:22]1CCOCC1.[Br:28][C:29]1[CH:35]=[CH:34][C:32](N)=[CH:31][CH:30]=1. (8) Given the product [C:1]([O:5][C:6]([N:8]([CH2:13][C:14]1[CH:15]=[CH:16][C:17]([C:20]2[S:28][C:27]3[C:22](=[N:23][CH:24]=[CH:25][C:26]=3[O:29][C:30]3[CH:35]=[CH:34][C:33]([NH:36][CH:37]([CH:42]([C:43]([OH:45])=[O:44])[C:48]([OH:50])=[O:49])[C:38]([F:41])([F:39])[F:40])=[CH:32][C:31]=3[F:53])[CH:21]=2)=[N:18][CH:19]=1)[CH2:9][CH2:10][O:11][CH3:12])=[O:7])([CH3:4])([CH3:2])[CH3:3], predict the reactants needed to synthesize it. The reactants are: [C:1]([O:5][C:6]([N:8]([CH2:13][C:14]1[CH:15]=[CH:16][C:17]([C:20]2[S:28][C:27]3[C:22](=[N:23][CH:24]=[CH:25][C:26]=3[O:29][C:30]3[CH:35]=[CH:34][C:33]([NH:36][CH:37]([CH:42]([C:48]([O:50]CC)=[O:49])[C:43]([O:45]CC)=[O:44])[C:38]([F:41])([F:40])[F:39])=[CH:32][C:31]=3[F:53])[CH:21]=2)=[N:18][CH:19]=1)[CH2:9][CH2:10][O:11][CH3:12])=[O:7])([CH3:4])([CH3:3])[CH3:2]. (9) Given the product [NH2:31][C:26]1[C:4]([C:5]#[N:6])=[C:23]([OH:25])[C:22]2[C:21](=[CH:20][CH:19]=[C:18]([N:13]3[CH2:14][CH:15]([CH3:17])[O:16][CH:11]([CH3:10])[CH2:12]3)[CH:29]=2)[N:27]=1, predict the reactants needed to synthesize it. The reactants are: C(#N)C([CH2:4][C:5]#[N:6])O.[H-].[Na+].[CH3:10][CH:11]1[O:16][CH:15]([CH3:17])[CH2:14][N:13]([C:18]2[CH:29]=[C:22]3[C:23]([O:25][C:26](=O)[NH:27][C:21]3=[CH:20][CH:19]=2)=O)[CH2:12]1.C[N:31](C)C=O.